Dataset: Full USPTO retrosynthesis dataset with 1.9M reactions from patents (1976-2016). Task: Predict the reactants needed to synthesize the given product. (1) Given the product [N:38]1([CH2:42][CH2:43][O:10][C:8]2[CH:9]=[CH:4][C:5]([CH2:12][CH2:13][CH2:14][NH:3][C:4]3[CH:9]=[C:8]([O:10][CH3:11])[CH:7]=[CH:6][C:5]=3[C@@H:12]3[CH2:21][CH2:20][C:19]4[CH:18]=[C:17]([OH:22])[CH:16]=[CH:15][C:14]=4[CH2:13]3)=[CH:6][CH:7]=2)[CH2:41][CH2:40][CH2:39]1, predict the reactants needed to synthesize it. The reactants are: C([N:3](C(=O)C1C=CC(O)=CC=1)[C:4]1[CH:9]=[C:8]([O:10][CH3:11])[CH:7]=[CH:6][C:5]=1[C@@H:12]1[CH2:21][CH2:20][C:19]2[CH:18]=[C:17]([O:22]C(=O)C(C)(C)C)[CH:16]=[CH:15][C:14]=2[CH2:13]1)C.[N:38]1([C:42](=O)[CH2:43]Cl)[CH2:41][CH2:40][CH2:39]1. (2) The reactants are: CC1(C)C(C)(C)OB([C:9]2[C:10]3[CH:11]=[CH:12][C:13]([C:19]#[N:20])=[CH:14][C:15]=3[CH2:16][CH2:17][CH:18]=2)O1.I[C:23]1[N:27]([CH2:28][C:29]([O-:31])=[O:30])[CH:26]=[N:25][CH:24]=1.C(=O)([O-])[O-].[Na+].[Na+].O.O1CCO[CH2:41][CH2:40]1. Given the product [C:19]([C:13]1[CH:14]=[C:15]2[C:10](=[CH:11][CH:12]=1)[C:9]([C:23]1[N:27]([CH2:28][C:29]([O:31][CH2:40][CH3:41])=[O:30])[CH:26]=[N:25][CH:24]=1)=[CH:18][CH2:17][CH2:16]2)#[N:20], predict the reactants needed to synthesize it. (3) Given the product [Cl:19][C:20]1[CH:27]=[CH:26][CH:25]=[CH:24][C:21]=1[CH2:22][O:1][C:2]1[CH:3]=[CH:4][C:5]([CH2:8][NH:9][C:10](=[O:18])[C:11]2[CH:16]=[CH:15][CH:14]=[N:13][C:12]=2[NH2:17])=[CH:6][CH:7]=1, predict the reactants needed to synthesize it. The reactants are: [OH:1][C:2]1[CH:7]=[CH:6][C:5]([CH2:8][NH:9][C:10](=[O:18])[C:11]2[CH:16]=[CH:15][CH:14]=[N:13][C:12]=2[NH2:17])=[CH:4][CH:3]=1.[Cl:19][C:20]1[CH:27]=[CH:26][CH:25]=[CH:24][C:21]=1[CH2:22]Cl.C(=O)([O-])[O-].[Cs+].[Cs+].CN(C=O)C.